This data is from Forward reaction prediction with 1.9M reactions from USPTO patents (1976-2016). The task is: Predict the product of the given reaction. (1) Given the reactants Cl[C:2]1[C:7]([CH:8]=[O:9])=[C:6]([N:10]2[CH2:22][CH2:21][C:20]3[N:19]4[C:14]([CH2:15][CH2:16][CH2:17][CH2:18]4)=[CH:13][C:12]=3[C:11]2=[O:23])[N:5]=[CH:4][CH:3]=1.[CH3:24][N:25]1[CH:30]=[C:29](B2OC(C)(C)C(C)(C)O2)[CH:28]=[C:27]([NH:40][C:41]2[CH:46]=[CH:45][C:44]([N:47]3[CH2:52][CH2:51][N:50]([CH:53]4[CH2:56][O:55][CH2:54]4)[CH2:49][CH2:48]3)=[CH:43][N:42]=2)[C:26]1=[O:57].CC([O-])=O.[Na+].C(#N)C, predict the reaction product. The product is: [CH3:24][N:25]1[C:26](=[O:57])[C:27]([NH:40][C:41]2[CH:46]=[CH:45][C:44]([N:47]3[CH2:52][CH2:51][N:50]([CH:53]4[CH2:56][O:55][CH2:54]4)[CH2:49][CH2:48]3)=[CH:43][N:42]=2)=[CH:28][C:29]([C:2]2[C:7]([CH:8]=[O:9])=[C:6]([N:10]3[CH2:22][CH2:21][C:20]4[N:19]5[C:14]([CH2:15][CH2:16][CH2:17][CH2:18]5)=[CH:13][C:12]=4[C:11]3=[O:23])[N:5]=[CH:4][CH:3]=2)=[CH:30]1. (2) Given the reactants [NH:1]1[C:9]2[C:4](=[CH:5][CH:6]=[CH:7][CH:8]=2)[CH:3]=[C:2]1[C:10]([OH:12])=O.C(Cl)(=O)C(Cl)=O.C[N:20](C=O)C, predict the reaction product. The product is: [NH:1]1[C:9]2[C:4](=[CH:5][CH:6]=[CH:7][CH:8]=2)[CH:3]=[C:2]1[C:10]([NH2:20])=[O:12].